From a dataset of Full USPTO retrosynthesis dataset with 1.9M reactions from patents (1976-2016). Predict the reactants needed to synthesize the given product. (1) Given the product [F:2][C:3]1[CH:4]=[CH:5][C:6]2[O:24][C:9]3([CH2:10][CH2:11][NH:12][CH2:13][CH2:14]3)[CH2:8][C:7]=2[CH:23]=1, predict the reactants needed to synthesize it. The reactants are: Br.[F:2][C:3]1[CH:4]=[CH:5][C:6]([O:24]C)=[C:7]([CH:23]=1)[CH2:8][C:9]1(O)[CH2:14][CH2:13][N:12](C(OC(C)(C)C)=O)[CH2:11][CH2:10]1.O. (2) Given the product [C:13]([NH:17][C:18]([NH:1][C@H:2]([C:5]1[CH:10]=[CH:9][C:8]([O:11][CH3:12])=[CH:7][CH:6]=1)[CH2:3][OH:4])=[S:19])([CH3:16])([CH3:15])[CH3:14], predict the reactants needed to synthesize it. The reactants are: [NH2:1][C@H:2]([C:5]1[CH:10]=[CH:9][C:8]([O:11][CH3:12])=[CH:7][CH:6]=1)[CH2:3][OH:4].[C:13]([N:17]=[C:18]=[S:19])([CH3:16])([CH3:15])[CH3:14]. (3) Given the product [CH2:2]([N:9]1[CH2:10][C@@H:11]2[C@@H:15]([CH2:14][NH:13][CH2:12]2)[CH2:16]1)[C:3]1[CH:8]=[CH:7][CH:6]=[CH:5][CH:4]=1, predict the reactants needed to synthesize it. The reactants are: Cl.[CH2:2]([N:9]1[C:16](=O)[C@@H:15]2[C@@H:11]([CH2:12][NH:13][CH2:14]2)[C:10]1=O)[C:3]1[CH:8]=[CH:7][CH:6]=[CH:5][CH:4]=1.[H-].[H-].[H-].[H-].[Li+].[Al+3].O.[OH-].[Na+].